This data is from Full USPTO retrosynthesis dataset with 1.9M reactions from patents (1976-2016). The task is: Predict the reactants needed to synthesize the given product. (1) Given the product [CH2:11]([O:18][C:19]([N:21]1[CH2:26][CH2:25][CH2:24][C:23](=[O:27])[CH:22]1[CH3:28])=[O:20])[C:12]1[CH:17]=[CH:16][CH:15]=[CH:14][CH:13]=1, predict the reactants needed to synthesize it. The reactants are: C(Cl)(=O)C(Cl)=O.CS(C)=O.[CH2:11]([O:18][C:19]([N:21]1[CH2:26][CH2:25][CH2:24][CH:23]([OH:27])[CH:22]1[CH3:28])=[O:20])[C:12]1[CH:17]=[CH:16][CH:15]=[CH:14][CH:13]=1.C(N(CC)CC)C. (2) The reactants are: [C:1]([NH:5][C:6]([C:8]1[CH:13]=[C:12](Cl)[N:11]=[C:10]([C:15]2[CH:20]=[CH:19][N:18]=[CH:17][CH:16]=2)[CH:9]=1)=[O:7])([CH3:4])([CH3:3])[CH3:2].[CH:21]1([NH:27][C:28]2[CH:33]=[C:32]([Sn](C)(C)C)[CH:31]=[CH:30][N:29]=2)[CH2:26][CH2:25][CH2:24][CH2:23][CH2:22]1. Given the product [C:1]([NH:5][C:6]([C:8]1[CH:9]=[C:10]([C:15]2[CH:20]=[CH:19][N:18]=[CH:17][CH:16]=2)[N:11]=[C:12]([C:32]2[CH:31]=[CH:30][N:29]=[C:28]([NH:27][CH:21]3[CH2:26][CH2:25][CH2:24][CH2:23][CH2:22]3)[CH:33]=2)[CH:13]=1)=[O:7])([CH3:4])([CH3:2])[CH3:3], predict the reactants needed to synthesize it. (3) Given the product [CH3:13][C:12]1([CH3:14])[C:11](=[O:23])[CH2:10][N:15]1[C:16]([O:17][C:18]([CH3:21])([CH3:20])[CH3:19])=[O:22], predict the reactants needed to synthesize it. The reactants are: C(N(CC)CC)C.[N+](=[CH:10][C:11](=[O:23])[C:12]([NH:15][C:16](=[O:22])[O:17][C:18]([CH3:21])([CH3:20])[CH3:19])([CH3:14])[CH3:13])=[N-]. (4) Given the product [CH3:1][N:2]([CH3:33])[C:3]1[N:12]=[C:11]([NH:13][CH2:14][C:15]2[CH:16]=[CH:17][C:18]([NH:21][C:22](=[O:30])[C:23]3[CH:28]=[CH:27][C:26]([F:29])=[CH:25][CH:24]=3)=[CH:19][CH:20]=2)[C:10]2[C:5](=[CH:6][C:7]([CH2:31][OH:32])=[CH:8][CH:9]=2)[N:4]=1, predict the reactants needed to synthesize it. The reactants are: [CH3:1][N:2]([CH3:33])[C:3]1[N:12]=[C:11]([NH:13][CH2:14][C:15]2[CH:20]=[CH:19][C:18]([NH:21][C:22](=[O:30])[C:23]3[CH:28]=[CH:27][C:26]([F:29])=[CH:25][CH:24]=3)=[CH:17][CH:16]=2)[C:10]2[C:5](=[CH:6][C:7]([CH:31]=[O:32])=[CH:8][CH:9]=2)[N:4]=1.[BH4-].[Na+]. (5) Given the product [Cl:28][C:25]1[CH:26]=[CH:27][C:22]([CH:10]2[C:5]3[N:6]([CH:7]([CH3:9])[CH3:8])[C:2]([C:34]4[CH:39]=[CH:38][CH:37]=[CH:36][N:35]=4)=[N:3][C:4]=3[C:12](=[O:13])[N:11]2[C:14]2[CH:19]=[CH:18][C:17](=[O:20])[N:16]([CH3:21])[CH:15]=2)=[CH:23][CH:24]=1, predict the reactants needed to synthesize it. The reactants are: Br[C:2]1[N:6]([CH:7]([CH3:9])[CH3:8])[C:5]2[CH:10]([C:22]3[CH:27]=[CH:26][C:25]([Cl:28])=[CH:24][CH:23]=3)[N:11]([C:14]3[CH:19]=[CH:18][C:17](=[O:20])[N:16]([CH3:21])[CH:15]=3)[C:12](=[O:13])[C:4]=2[N:3]=1.C([Sn](CCCC)(CCCC)[C:34]1[CH:39]=[CH:38][CH:37]=[CH:36][N:35]=1)CCC.[F-].[Cs+]. (6) The reactants are: [CH3:1][N:2]1[CH2:10][C:9]2[C:4](=[C:5]([N+:21]([O-])=O)[CH:6]=[CH:7][C:8]=2[N:11]2[CH2:16][CH2:15][CH:14]([C:17]([O:19][CH3:20])=[O:18])[CH2:13][CH2:12]2)[C:3]1=[O:24].[H][H]. Given the product [NH2:21][C:5]1[CH:6]=[CH:7][C:8]([N:11]2[CH2:12][CH2:13][CH:14]([C:17]([O:19][CH3:20])=[O:18])[CH2:15][CH2:16]2)=[C:9]2[C:4]=1[C:3](=[O:24])[N:2]([CH3:1])[CH2:10]2, predict the reactants needed to synthesize it. (7) Given the product [CH2:1]([C:3]1[CH:9]=[C:8]([O:10][CH3:11])[CH:7]=[CH:6][C:4]=1[N:5]=[C:19]=[S:20])[CH3:2], predict the reactants needed to synthesize it. The reactants are: [CH2:1]([C:3]1[CH:9]=[C:8]([O:10][CH3:11])[CH:7]=[CH:6][C:4]=1[NH2:5])[CH3:2].C(N(CC)CC)C.[C:19](Cl)(Cl)=[S:20]. (8) Given the product [CH2:1]([S:3]([C:6]1[CH:7]=[C:8]([C:12]2[CH:20]=[C:19]([C:21]([NH:37][CH:34]3[CH2:35][CH2:36][N:31]([CH3:30])[CH2:32][CH2:33]3)=[O:23])[C:18]([CH3:24])=[C:17]3[C:13]=2[C:14]2[CH:28]=[C:27]([CH3:29])[CH:26]=[N:25][C:15]=2[NH:16]3)[CH:9]=[CH:10][CH:11]=1)(=[O:4])=[O:5])[CH3:2], predict the reactants needed to synthesize it. The reactants are: [CH2:1]([S:3]([C:6]1[CH:7]=[C:8]([C:12]2[CH:20]=[C:19]([C:21]([OH:23])=O)[C:18]([CH3:24])=[C:17]3[C:13]=2[C:14]2[CH:28]=[C:27]([CH3:29])[CH:26]=[N:25][C:15]=2[NH:16]3)[CH:9]=[CH:10][CH:11]=1)(=[O:5])=[O:4])[CH3:2].[CH3:30][N:31]1[CH2:36][CH2:35][CH:34]([NH2:37])[CH2:33][CH2:32]1.CN(C(ON1N=NC2C=CC=NC1=2)=[N+](C)C)C.F[P-](F)(F)(F)(F)F.CCN(C(C)C)C(C)C. (9) Given the product [CH3:15][O:14][C:13]1[CH:12]=[C:11]([CH:19]=[CH:18][C:16]=1[O:17][CH2:2][CH2:3][CH2:4][Si:5]([CH3:8])([CH3:7])[CH3:6])[CH:10]=[O:9], predict the reactants needed to synthesize it. The reactants are: Cl[CH2:2][CH2:3][CH2:4][Si:5]([CH3:8])([CH3:7])[CH3:6].[O:9]=[CH:10][C:11]1[CH:19]=[CH:18][C:16]([OH:17])=[C:13]([O:14][CH3:15])[CH:12]=1.C(=O)([O-])[O-].[K+].[K+]. (10) Given the product [F:14][C:13]1[C:2]([N:1]2[CH:18]=[C:19]([C:20]([O:22][CH2:23][CH3:24])=[O:21])[C:25](=[O:32])[NH:26][C:27]2=[O:28])=[CH:3][C:4]2[N:8]([CH3:9])[C:7](=[O:10])[N:6]([CH3:11])[C:5]=2[CH:12]=1, predict the reactants needed to synthesize it. The reactants are: [NH2:1][C:2]1[C:13]([F:14])=[CH:12][C:5]2[N:6]([CH3:11])[C:7](=[O:10])[N:8]([CH3:9])[C:4]=2[CH:3]=1.C(O[CH:18]=[C:19]([C:25](=[O:32])[NH:26][C:27](OCC)=[O:28])[C:20]([O:22][CH2:23][CH3:24])=[O:21])C.